This data is from Peptide-MHC class I binding affinity with 185,985 pairs from IEDB/IMGT. The task is: Regression. Given a peptide amino acid sequence and an MHC pseudo amino acid sequence, predict their binding affinity value. This is MHC class I binding data. (1) The peptide sequence is RPVYVALTL. The MHC is HLA-B07:02 with pseudo-sequence HLA-B07:02. The binding affinity (normalized) is 0.0847. (2) The peptide sequence is GLASVVVHTK. The MHC is HLA-A33:01 with pseudo-sequence HLA-A33:01. The binding affinity (normalized) is 0. (3) The peptide sequence is YRFRKSSKK. The MHC is HLA-A26:03 with pseudo-sequence HLA-A26:03. The binding affinity (normalized) is 0.0847. (4) The peptide sequence is GQMYNMNTL. The MHC is HLA-A68:02 with pseudo-sequence HLA-A68:02. The binding affinity (normalized) is 0.0847. (5) The peptide sequence is VHGMNFTKL. The MHC is HLA-B27:05 with pseudo-sequence HLA-B27:05. The binding affinity (normalized) is 0.0847. (6) The peptide sequence is VVYHDDDNT. The MHC is HLA-A02:03 with pseudo-sequence HLA-A02:03. The binding affinity (normalized) is 0.0669.